Task: Regression. Given two drug SMILES strings and cell line genomic features, predict the synergy score measuring deviation from expected non-interaction effect.. Dataset: NCI-60 drug combinations with 297,098 pairs across 59 cell lines (1) Drug 1: C1=CC(=CC=C1CC(C(=O)O)N)N(CCCl)CCCl.Cl. Drug 2: CCCCC(=O)OCC(=O)C1(CC(C2=C(C1)C(=C3C(=C2O)C(=O)C4=C(C3=O)C=CC=C4OC)O)OC5CC(C(C(O5)C)O)NC(=O)C(F)(F)F)O. Cell line: M14. Synergy scores: CSS=-0.229, Synergy_ZIP=0.138, Synergy_Bliss=-2.18, Synergy_Loewe=-4.14, Synergy_HSA=-4.60. (2) Drug 1: C1=NC2=C(N=C(N=C2N1C3C(C(C(O3)CO)O)O)F)N. Drug 2: C(CN)CNCCSP(=O)(O)O. Cell line: HCC-2998. Synergy scores: CSS=40.6, Synergy_ZIP=-0.0902, Synergy_Bliss=-4.42, Synergy_Loewe=-23.9, Synergy_HSA=-6.85. (3) Drug 1: COC1=CC(=CC(=C1O)OC)C2C3C(COC3=O)C(C4=CC5=C(C=C24)OCO5)OC6C(C(C7C(O6)COC(O7)C8=CC=CS8)O)O. Drug 2: CC=C1C(=O)NC(C(=O)OC2CC(=O)NC(C(=O)NC(CSSCCC=C2)C(=O)N1)C(C)C)C(C)C. Cell line: KM12. Synergy scores: CSS=76.7, Synergy_ZIP=-2.01, Synergy_Bliss=-4.32, Synergy_Loewe=-1.72, Synergy_HSA=0.130. (4) Synergy scores: CSS=37.0, Synergy_ZIP=-0.499, Synergy_Bliss=0.0310, Synergy_Loewe=-0.587, Synergy_HSA=1.44. Cell line: U251. Drug 2: C1C(C(OC1N2C=NC3=C2NC=NCC3O)CO)O. Drug 1: COC1=CC(=CC(=C1O)OC)C2C3C(COC3=O)C(C4=CC5=C(C=C24)OCO5)OC6C(C(C7C(O6)COC(O7)C8=CC=CS8)O)O.